This data is from Reaction yield outcomes from USPTO patents with 853,638 reactions. The task is: Predict the reaction yield, written as a fraction of the theoretical maximum amount of product (1.0 means a 100% yield; for example, 0.34 means a 34% yield). The reactants are [CH3:1][O:2][C:3]1[CH:4]=[C:5]([CH:9]=[CH:10][C:11]=1[N+:12]([O-:14])=[O:13])[C:6](O)=[O:7].S(Cl)([Cl:17])=O. The catalyst is C1(C)C=CC=CC=1. The product is [CH3:1][O:2][C:3]1[CH:4]=[C:5]([CH:9]=[CH:10][C:11]=1[N+:12]([O-:14])=[O:13])[C:6]([Cl:17])=[O:7]. The yield is 1.00.